Dataset: Forward reaction prediction with 1.9M reactions from USPTO patents (1976-2016). Task: Predict the product of the given reaction. Given the reactants Cl[C:2]1[C:11]2[C:6](=[C:7]([C:12]3[CH:17]=[CH:16][CH:15]=[C:14]([N+:18]([O-:20])=[O:19])[CH:13]=3)[CH:8]=[CH:9][CH:10]=2)[CH:5]=[CH:4][N:3]=1.[NH2:21][C:22]1[CH:23]=[C:24]([S:28]([NH2:31])(=[O:30])=[O:29])[CH:25]=[CH:26][CH:27]=1, predict the reaction product. The product is: [N+:18]([C:14]1[CH:13]=[C:12]([C:7]2[CH:8]=[CH:9][CH:10]=[C:11]3[C:6]=2[CH:5]=[CH:4][N:3]=[C:2]3[NH:21][C:22]2[CH:23]=[C:24]([S:28]([NH2:31])(=[O:29])=[O:30])[CH:25]=[CH:26][CH:27]=2)[CH:17]=[CH:16][CH:15]=1)([O-:20])=[O:19].